Predict the reactants needed to synthesize the given product. From a dataset of Full USPTO retrosynthesis dataset with 1.9M reactions from patents (1976-2016). Given the product [CH3:48][C:46]1[N:47]=[C:21]2[N:20]([CH:18]([CH3:19])[C:17](=[O:16])[CH3:49])[C:25](=[O:26])[C:24]([CH2:27][C:28]3[CH:33]=[CH:32][C:31]([C:34]4[CH:39]=[CH:38][CH:37]=[CH:36][C:35]=4[C:40]4[NH:41][C:4](=[O:7])[O:5][N:3]=4)=[CH:30][CH:29]=3)=[C:23]([CH2:42][CH2:43][CH3:44])[N:22]2[N:45]=1, predict the reactants needed to synthesize it. The reactants are: [Cl-].O[NH3+:3].[C:4](=[O:7])([O-])[OH:5].[Na+].[Si]([O:16][CH:17]([CH3:49])[CH:18]([N:20]1[C:25](=[O:26])[C:24]([CH2:27][C:28]2[CH:33]=[CH:32][C:31]([C:34]3[C:35]([C:40]#[N:41])=[CH:36][CH:37]=[CH:38][CH:39]=3)=[CH:30][CH:29]=2)=[C:23]([CH2:42][CH2:43][CH3:44])[N:22]2[N:45]=[C:46]([CH3:48])[N:47]=[C:21]12)[CH3:19])(C(C)(C)C)(C)C.CC(OI1(OC(C)=O)(OC(C)=O)OC(=O)C2C=CC=CC1=2)=O.S([O-])([O-])(=O)=S.[Na+].[Na+].